From a dataset of Reaction yield outcomes from USPTO patents with 853,638 reactions. Predict the reaction yield, written as a fraction of the theoretical maximum amount of product (1.0 means a 100% yield; for example, 0.34 means a 34% yield). (1) The reactants are [O:1]1[C:10]2[C:5](=[CH:6][CH:7]=[CH:8][CH:9]=2)[CH2:4][CH2:3][CH:2]1[C:11]([OH:13])=O.C(N(CC)C(C)C)(C)C.F[B-](F)(F)F.N1(OC(N(C)C)=[N+](C)C)C2C=CC=CC=2N=N1.[NH2:45][C:46]1[N:47]=[C:48]([N:57]2[CH2:62][CH2:61][NH:60][CH2:59][CH2:58]2)[C:49]2[N:55]=[C:54]([Cl:56])[CH:53]=[CH:52][C:50]=2[N:51]=1. The catalyst is O1CCOCC1. The product is [NH2:45][C:46]1[N:47]=[C:48]([N:57]2[CH2:58][CH2:59][N:60]([C:11]([CH:2]3[CH2:3][CH2:4][C:5]4[C:10](=[CH:9][CH:8]=[CH:7][CH:6]=4)[O:1]3)=[O:13])[CH2:61][CH2:62]2)[C:49]2[N:55]=[C:54]([Cl:56])[CH:53]=[CH:52][C:50]=2[N:51]=1. The yield is 0.730. (2) The reactants are Br[C:2]1[CH:11]=[C:10]2[C:5]([N:6]=[CH:7][C:8]([NH:12][C:13](=[O:21])[CH2:14][C:15]3[CH:20]=[CH:19][CH:18]=[CH:17][CH:16]=3)=[N:9]2)=[CH:4][CH:3]=1.CC1(C)C(C)(C)OB([C:30]2[CH:31]=[C:32]([NH:36][S:37]([C:40]3[CH:45]=[CH:44][CH:43]=[CH:42][CH:41]=3)(=[O:39])=[O:38])[CH:33]=[N:34][CH:35]=2)O1.O. The catalyst is C(=O)([O-])[O-].[Na+].[Na+].O1CCOCC1.[Cl-].[Na+].O. The product is [C:15]1([CH2:14][C:13]([NH:12][C:8]2[CH:7]=[N:6][C:5]3[C:10](=[CH:11][C:2]([C:30]4[CH:35]=[N:34][CH:33]=[C:32]([NH:36][S:37]([C:40]5[CH:41]=[CH:42][CH:43]=[CH:44][CH:45]=5)(=[O:39])=[O:38])[CH:31]=4)=[CH:3][CH:4]=3)[N:9]=2)=[O:21])[CH:20]=[CH:19][CH:18]=[CH:17][CH:16]=1. The yield is 0.330. (3) The reactants are [F:1][C:2]1[CH:7]=[CH:6][CH:5]=[C:4]([F:8])[C:3]=1[C:9]1[S:10][C:11]([NH:30][C:31](=[O:37])[O:32][C:33]([CH3:36])([CH3:35])[CH3:34])=[C:12]([C:14](=[O:29])[NH:15][C:16]2[CH:17]=[N:18][N:19]([CH3:28])[C:20]=2[CH:21]2[CH2:26][CH2:25][C:24](=[O:27])[CH2:23][CH2:22]2)[N:13]=1.[BH4-].[Na+]. The catalyst is CO. The product is [F:1][C:2]1[CH:7]=[CH:6][CH:5]=[C:4]([F:8])[C:3]=1[C:9]1[S:10][C:11]([NH:30][C:31](=[O:37])[O:32][C:33]([CH3:35])([CH3:34])[CH3:36])=[C:12]([C:14](=[O:29])[NH:15][C:16]2[CH:17]=[N:18][N:19]([CH3:28])[C:20]=2[CH:21]2[CH2:22][CH2:23][CH:24]([OH:27])[CH2:25][CH2:26]2)[N:13]=1. The yield is 0.850. (4) The reactants are [Cl:1][C:2]1[CH:14]=[C:13]([Cl:15])[C:12]([S:16][C:17]2[N:21]([CH3:22])[N:20]=[C:19]([CH3:23])[C:18]=2/[CH:24]=[N:25]/O)=[CH:11][C:3]=1[O:4][C@@H:5]([CH3:10])[C:6]([O:8]C)=[O:7].C(N(CC)CC)C.ClC(Cl)(Cl)C(Cl)=O.O1CCCC1. The catalyst is O. The product is [Cl:1][C:2]1[CH:14]=[C:13]([Cl:15])[C:12]([S:16][C:17]2[N:21]([CH3:22])[N:20]=[C:19]([CH3:23])[C:18]=2[C:24]#[N:25])=[CH:11][C:3]=1[O:4][C@@H:5]([CH3:10])[C:6]([OH:8])=[O:7]. The yield is 0.880. (5) The reactants are C(=O)(OCC)[O:2][C:3]1[CH:8]=[C:7]([N+:9]([O-:11])=[O:10])[C:6]([CH3:12])=[CH:5][C:4]=1[CH:13]1[CH:20]2[CH2:21][CH:16]3[CH2:17][CH:18]([CH2:22][CH:14]1[CH2:15]3)[CH2:19]2.N1CCCCC1. The catalyst is C(Cl)Cl. The product is [CH:14]12[CH2:15][CH:16]3[CH2:17][CH:18]([CH2:19][CH:20]([CH2:21]3)[CH:13]1[C:4]1[CH:5]=[C:6]([CH3:12])[C:7]([N+:9]([O-:11])=[O:10])=[CH:8][C:3]=1[OH:2])[CH2:22]2. The yield is 0.770.